Task: Predict the product of the given reaction.. Dataset: Forward reaction prediction with 1.9M reactions from USPTO patents (1976-2016) (1) Given the reactants [Cl:1][C:2]1[CH:3]=[C:4](OS(C(F)(F)F)(=O)=O)[CH:5]=[CH:6][C:7]=1[CH:8]([CH3:22])[C:9]([C:15]1[CH:20]=[CH:19][N:18]=[C:17]([Cl:21])[CH:16]=1)([OH:14])[C:10]([F:13])([F:12])[F:11].[CH3:31][O:32][C:33]([C:35]1[CH:40]=[CH:39][C:38](B(O)O)=[CH:37][CH:36]=1)=[O:34].O.C([O-])([O-])=O.[Na+].[Na+], predict the reaction product. The product is: [CH3:31][O:32][C:33]([C:35]1[CH:40]=[CH:39][C:38]([C:4]2[CH:5]=[CH:6][C:7]([CH:8]([CH3:22])[C:9]([C:15]3[CH:20]=[CH:19][N:18]=[C:17]([Cl:21])[CH:16]=3)([OH:14])[C:10]([F:11])([F:12])[F:13])=[C:2]([Cl:1])[CH:3]=2)=[CH:37][CH:36]=1)=[O:34]. (2) Given the reactants [CH3:1][O:2][CH:3]1[C:11]2[C:6](=[C:7]([CH2:12][CH2:13]O)[CH:8]=[CH:9][CH:10]=2)[CH2:5][CH:4]1[CH3:15].C1C=CC(P(C2C=CC=CC=2)C2C=CC=CC=2)=CC=1.C1COCC1.C1C(=O)N([Br:47])C(=O)C1, predict the reaction product. The product is: [Br:47][CH2:13][CH2:12][C:7]1[CH:8]=[CH:9][CH:10]=[C:11]2[C:6]=1[CH2:5][CH:4]([CH3:15])[CH:3]2[O:2][CH3:1].